Dataset: Full USPTO retrosynthesis dataset with 1.9M reactions from patents (1976-2016). Task: Predict the reactants needed to synthesize the given product. (1) The reactants are: [Br:1][C:2]1[CH:7]=[CH:6][C:5]([C:8]2[C:9]3[CH:16]=[CH:15][C:14]([OH:17])=[CH:13][C:10]=3[S:11][CH:12]=2)=[CH:4][CH:3]=1.[Br:18][CH2:19][CH2:20][CH2:21]Br. Given the product [Br:1][C:2]1[CH:7]=[CH:6][C:5]([C:8]2[C:9]3[CH:16]=[CH:15][C:14]([O:17][CH2:21][CH2:20][CH2:19][Br:18])=[CH:13][C:10]=3[S:11][CH:12]=2)=[CH:4][CH:3]=1, predict the reactants needed to synthesize it. (2) Given the product [CH3:24][C:25]1[CH:26]=[C:27](/[N:28]=[C:18](/[C:16]2[CH:15]=[CH:14][C:12]3[N:13]=[C:9]([C:3]4[C:4]([CH3:8])=[CH:5][CH:6]=[CH:7][C:2]=4[CH3:1])[NH:10][C:11]=3[CH:17]=2)\[C:19]([F:22])([F:20])[F:21])[CH:29]=[CH:30][C:31]=1[CH3:32], predict the reactants needed to synthesize it. The reactants are: [CH3:1][C:2]1[CH:7]=[CH:6][CH:5]=[C:4]([CH3:8])[C:3]=1[C:9]1[NH:10][C:11]2[CH:17]=[C:16]([C:18](=O)[C:19]([F:22])([F:21])[F:20])[CH:15]=[CH:14][C:12]=2[N:13]=1.[CH3:24][C:25]1[CH:26]=[C:27]([CH:29]=[CH:30][C:31]=1[CH3:32])[NH2:28].C(N(C(C)C)CC)(C)C. (3) Given the product [CH3:15][NH:22][CH2:21][C:13]1[CH:14]=[C:9]([C:1]2[CH:6]=[CH:5][CH:4]=[CH:3][CH:2]=2)[CH:10]=[CH:11][CH:12]=1, predict the reactants needed to synthesize it. The reactants are: [C:1]1([C:9]2[CH:14]=[CH:13][CH:12]=[CH:11][CH:10]=2)[C:2](C=O)=[CH:3][CH:4]=[CH:5][CH:6]=1.[CH3:15]N.C(O)C.[BH3-][C:21]#[N:22].[Na+].